Dataset: Reaction yield outcomes from USPTO patents with 853,638 reactions. Task: Predict the reaction yield, written as a fraction of the theoretical maximum amount of product (1.0 means a 100% yield; for example, 0.34 means a 34% yield). The reactants are [N+:1]([C:4]1[CH:5]=[C:6]([C:10]([NH:12][NH2:13])=[O:11])[CH:7]=[CH:8][CH:9]=1)([O-:3])=[O:2].[N-:14]=[C:15]=[S:16].[N+:17]([C:20]1[CH:32]=[CH:31][C:23]([O:24][C:25]2[CH:30]=[CH:29][CH:28]=[CH:27][CH:26]=2)=[CH:22][CH:21]=1)([O-:19])=[O:18]. No catalyst specified. The product is [N+:1]([C:4]1[CH:5]=[C:6]([C:10]([NH:12][NH:13][C:15]([NH:14][C:28]2[CH:27]=[CH:26][C:25]([O:24][C:23]3[CH:31]=[CH:32][C:20]([N+:17]([O-:19])=[O:18])=[CH:21][CH:22]=3)=[CH:30][CH:29]=2)=[S:16])=[O:11])[CH:7]=[CH:8][CH:9]=1)([O-:3])=[O:2]. The yield is 0.980.